The task is: Predict which catalyst facilitates the given reaction.. This data is from Catalyst prediction with 721,799 reactions and 888 catalyst types from USPTO. (1) Reactant: [Br:1][CH2:2][CH2:3][CH2:4][C:5]([O:7][CH2:8][CH3:9])=[O:6].[CH3:10][N:11]([CH2:13][CH3:14])[CH3:12]. Product: [Br-:1].[CH2:8]([O:7][C:5](=[O:6])[CH2:4][CH2:3][CH2:2][N+:11]([CH2:13][CH3:14])([CH3:12])[CH3:10])[CH3:9]. The catalyst class is: 4. (2) Product: [O:13]1[C:17]2[CH:18]=[CH:19][C:20]([C:22]3[NH:12][C:11]4[N:10]([N:9]=[CH:8][C:7]=4[C:1]4[CH:2]=[CH:3][CH:4]=[CH:5][CH:6]=4)[C:24](=[O:25])[CH:23]=3)=[CH:21][C:16]=2[CH2:15][CH2:14]1. The catalyst class is: 15. Reactant: [C:1]1([C:7]2[CH:8]=[N:9][NH:10][C:11]=2[NH2:12])[CH:6]=[CH:5][CH:4]=[CH:3][CH:2]=1.[O:13]1[C:17]2[CH:18]=[CH:19][C:20]([C:22](=O)[CH2:23][C:24](OC)=[O:25])=[CH:21][C:16]=2[CH2:15][CH2:14]1. (3) The catalyst class is: 22. Reactant: [O:1]=[C:2]([CH2:10][CH2:11][CH3:12])[C:3]([O:5][CH2:6][CH2:7][CH2:8][CH3:9])=[O:4].[Br:13]Br. Product: [Br:13][CH:10]([CH2:11][CH3:12])[C:2](=[O:1])[C:3]([O:5][CH2:6][CH2:7][CH2:8][CH3:9])=[O:4]. (4) Reactant: CCN(CC)CC.[NH2:8][CH2:9][CH2:10][CH:11]([C:13]1[CH:18]=[CH:17][CH:16]=[CH:15][CH:14]=1)[OH:12].[CH3:19][C:20]([O:23][C:24](O[C:24]([O:23][C:20]([CH3:22])([CH3:21])[CH3:19])=[O:25])=[O:25])([CH3:22])[CH3:21]. Product: [C:20]([O:23][C:24](=[O:25])[NH:8][CH2:9][CH2:10][CH:11]([OH:12])[C:13]1[CH:18]=[CH:17][CH:16]=[CH:15][CH:14]=1)([CH3:22])([CH3:21])[CH3:19]. The catalyst class is: 1. (5) Reactant: [CH3:1][O:2][C:3]1[N:4]=[C:5]([C:13]2[CH:18]=[CH:17][CH:16]=[CH:15][CH:14]=2)[S:6][C:7]=1[C:8]([O:10]CC)=[O:9].[OH-].[Na+]. Product: [CH3:1][O:2][C:3]1[N:4]=[C:5]([C:13]2[CH:18]=[CH:17][CH:16]=[CH:15][CH:14]=2)[S:6][C:7]=1[C:8]([OH:10])=[O:9]. The catalyst class is: 5. (6) Reactant: [CH3:1][N:2]1[CH2:7][CH2:6][NH:5][CH2:4][CH2:3]1.Br[CH2:9][CH2:10][Cl:11]. Product: [Cl:11][CH2:10][CH2:9][N:5]1[CH2:6][CH2:7][N:2]([CH3:1])[CH2:3][CH2:4]1. The catalyst class is: 28.